Dataset: Catalyst prediction with 721,799 reactions and 888 catalyst types from USPTO. Task: Predict which catalyst facilitates the given reaction. (1) Reactant: [Cl:1][C:2]1[CH:7]=[C:6]2[NH:8][C:9](=[O:40])[C:10]3([CH:15]([C:16]4[CH:21]=[C:20]([Cl:22])[CH:19]=[CH:18][C:17]=4[O:23][C:24]([C:27]([O:29][CH3:30])=[O:28])([CH3:26])[CH3:25])[CH2:14][C:13](=O)[NH:12][CH:11]3[C:32]3[CH:37]=[C:36]([F:38])[CH:35]=[CH:34][C:33]=3[CH3:39])[C:5]2=[CH:4][CH:3]=1.P12(SP3(SP(SP(S3)(S1)=S)(=S)S2)=S)=[S:42]. Product: [Cl:1][C:2]1[CH:7]=[C:6]2[NH:8][C:9](=[O:40])[C:10]3([CH:15]([C:16]4[CH:21]=[C:20]([Cl:22])[CH:19]=[CH:18][C:17]=4[O:23][C:24]([C:27]([O:29][CH3:30])=[O:28])([CH3:26])[CH3:25])[CH2:14][C:13](=[S:42])[NH:12][CH:11]3[C:32]3[CH:37]=[C:36]([F:38])[CH:35]=[CH:34][C:33]=3[CH3:39])[C:5]2=[CH:4][CH:3]=1. The catalyst class is: 182. (2) Reactant: [Cl:1][C:2]1[C:7]([CH:8]=[O:9])=[CH:6][CH:5]=[C:4]([NH:10][CH2:11][C:12]2[CH:13]=[N:14][C:15]([C:18]([F:21])([F:20])[F:19])=[CH:16][CH:17]=2)[N:3]=1.C(N(CC)C(C)C)(C)C.[C:31]([O:35][C:36](O[C:36]([O:35][C:31]([CH3:34])([CH3:33])[CH3:32])=[O:37])=[O:37])([CH3:34])([CH3:33])[CH3:32]. Product: [C:31]([O:35][C:36](=[O:37])[N:10]([C:4]1[CH:5]=[CH:6][C:7]([CH:8]=[O:9])=[C:2]([Cl:1])[N:3]=1)[CH2:11][C:12]1[CH:13]=[N:14][C:15]([C:18]([F:21])([F:19])[F:20])=[CH:16][CH:17]=1)([CH3:34])([CH3:33])[CH3:32]. The catalyst class is: 453. (3) Reactant: [NH2:1][C:2]1[CH:7]=[CH:6][C:5](Br)=[CH:4][C:3]=1[NH:9][C:10]([N:12]1[CH2:16][CH2:15][CH2:14][CH2:13]1)=[O:11].[CH3:17][C:18]1([CH3:34])[C:22]([CH3:24])([CH3:23])[O:21][B:20]([B:20]2[O:21][C:22]([CH3:24])([CH3:23])[C:18]([CH3:34])([CH3:17])[O:19]2)[O:19]1.C([O-])(=[O:37])C.[K+].[OH2:40]. Product: [N+:1]([C:2]1[CH:7]=[CH:6][C:5]([B:20]2[O:21][C:22]([CH3:24])([CH3:23])[C:18]([CH3:34])([CH3:17])[O:19]2)=[CH:4][C:3]=1[NH:9][C:10]([N:12]1[CH2:16][CH2:15][CH2:14][CH2:13]1)=[O:11])([O-:37])=[O:40]. The catalyst class is: 109.